Dataset: Reaction yield outcomes from USPTO patents with 853,638 reactions. Task: Predict the reaction yield, written as a fraction of the theoretical maximum amount of product (1.0 means a 100% yield; for example, 0.34 means a 34% yield). (1) The reactants are [F:1][C:2]1[CH:7]=[CH:6][CH:5]=[C:4]([F:8])[C:3]=1[N:9]1[C:14]2[N:15]=[C:16]([N:29]3[CH2:34][CH2:33][CH:32]([N:35]4[CH2:40][CH2:39][CH:38]([CH3:41])[CH2:37][CH2:36]4)[CH2:31][CH2:30]3)[N:17]=[C:18]([C:19]3[CH:20]=[C:21]([CH:25]=[CH:26][C:27]=3[CH3:28])[C:22](O)=[O:23])[C:13]=2[CH:12]=[CH:11][C:10]1=[O:42].CN(C(ON1N=[N:58][C:53]2[CH:54]=[CH:55][CH:56]=CC1=2)=[N+](C)C)C.F[P-](F)(F)(F)(F)F.C(N(CC)CC)C.C1(CN)CC1. The catalyst is CN(C=O)C. The product is [CH:54]1([CH2:53][NH:58][C:22](=[O:23])[C:21]2[CH:25]=[CH:26][C:27]([CH3:28])=[C:19]([C:18]3[C:13]4[CH:12]=[CH:11][C:10](=[O:42])[N:9]([C:3]5[C:2]([F:1])=[CH:7][CH:6]=[CH:5][C:4]=5[F:8])[C:14]=4[N:15]=[C:16]([N:29]4[CH2:34][CH2:33][CH:32]([N:35]5[CH2:40][CH2:39][CH:38]([CH3:41])[CH2:37][CH2:36]5)[CH2:31][CH2:30]4)[N:17]=3)[CH:20]=2)[CH2:56][CH2:55]1. The yield is 0.180. (2) The reactants are [NH2:1][CH2:2][C:3]([NH:5][C@@H:6]1[CH2:10][CH2:9][N:8]([CH:11]2[CH2:16][CH2:15][C:14]([OH:23])([C:17]3[CH:22]=[CH:21][CH:20]=[CH:19][N:18]=3)[CH2:13][CH2:12]2)[CH2:7]1)=[O:4].CCN(CC)CC.Cl[C:32]1[S:33][C:34]2[CH:40]=[CH:39][CH:38]=[CH:37][C:35]=2[N:36]=1. The catalyst is C(O)(C)C. The product is [S:33]1[C:34]2[CH:40]=[CH:39][CH:38]=[CH:37][C:35]=2[N:36]=[C:32]1[NH:1][CH2:2][C:3]([NH:5][C@@H:6]1[CH2:10][CH2:9][N:8]([CH:11]2[CH2:12][CH2:13][C:14]([OH:23])([C:17]3[CH:22]=[CH:21][CH:20]=[CH:19][N:18]=3)[CH2:15][CH2:16]2)[CH2:7]1)=[O:4]. The yield is 0.490. (3) The reactants are [NH2:1][C:2]1[N:9]=[CH:8][C:7]([Br:10])=[CH:6][C:3]=1[CH:4]=O.[C:11]([C:15]1[CH:28]=[CH:27][C:18]([CH2:19][NH:20][C:21](=[O:26])[CH2:22][C:23](=O)[CH3:24])=[CH:17][CH:16]=1)([CH3:14])([CH3:13])[CH3:12].CCO. The catalyst is N1CCCCC1.O. The product is [Br:10][C:7]1[CH:6]=[C:3]2[C:2](=[N:9][CH:8]=1)[N:1]=[C:23]([CH3:24])[C:22]([C:21]([NH:20][CH2:19][C:18]1[CH:17]=[CH:16][C:15]([C:11]([CH3:14])([CH3:13])[CH3:12])=[CH:28][CH:27]=1)=[O:26])=[CH:4]2. The yield is 0.540. (4) The reactants are N1(O[C:11]2[N:16]=[C:15]([NH:17][C@H:18]([C:20]3[CH:25]=[CH:24][C:23]([F:26])=[CH:22][N:21]=3)[CH3:19])[C:14]([C:27]([NH2:29])=[O:28])=[CH:13][N:12]=2)C2C=CC=CC=2N=N1.[CH3:30][O:31][C:32]1[C:37]([NH2:38])=[CH:36][CH:35]=[CH:34][N:33]=1.O.C1(C)C=CC(S(O)(=O)=O)=CC=1. The catalyst is O1CCOCC1. The product is [F:26][C:23]1[CH:24]=[CH:25][C:20]([C@@H:18]([NH:17][C:15]2[C:14]([C:27]([NH2:29])=[O:28])=[CH:13][N:12]=[C:11]([NH:38][C:37]3[C:32]([O:31][CH3:30])=[N:33][CH:34]=[CH:35][CH:36]=3)[N:16]=2)[CH3:19])=[N:21][CH:22]=1. The yield is 0.720.